This data is from Full USPTO retrosynthesis dataset with 1.9M reactions from patents (1976-2016). The task is: Predict the reactants needed to synthesize the given product. (1) Given the product [CH3:18][N:19]1[C:23]([C:2]2[S:6][C:5]([C:7]([O:9][CH2:10][CH3:11])=[O:8])=[N:4][CH:3]=2)=[CH:22][CH:21]=[N:20]1, predict the reactants needed to synthesize it. The reactants are: Br[C:2]1[S:6][C:5]([C:7]([O:9][CH2:10][CH3:11])=[O:8])=[N:4][CH:3]=1.C([O-])([O-])=O.[K+].[K+].[CH3:18][N:19]1[C:23](B2OC(C)(C)C(C)(C)O2)=[CH:22][CH:21]=[N:20]1. (2) Given the product [CH3:27][S:28]([O:23][CH2:22][CH2:21][O:20][C:19]1[CH:24]=[CH:25][C:16]([C:15]#[C:14][C:11]2[CH:10]=[CH:9][C:8]([C:5]3[CH:4]=[CH:3][C:2]([Cl:1])=[CH:7][CH:6]=3)=[CH:13][N:12]=2)=[CH:17][C:18]=1[CH3:26])(=[O:30])=[O:29], predict the reactants needed to synthesize it. The reactants are: [Cl:1][C:2]1[CH:7]=[CH:6][C:5]([C:8]2[CH:9]=[CH:10][C:11]([C:14]#[C:15][C:16]3[CH:25]=[CH:24][C:19]([O:20][CH2:21][CH2:22][OH:23])=[C:18]([CH3:26])[CH:17]=3)=[N:12][CH:13]=2)=[CH:4][CH:3]=1.[CH3:27][S:28](Cl)(=[O:30])=[O:29]. (3) Given the product [F:21][C:22]1[C:23]([NH:32][C:33]2[CH:38]=[CH:37][C:36]([I:39])=[CH:35][C:34]=2[F:40])=[C:24]([C:6]([N:4]2[CH2:3][C:2]([CH:13]([N+:17]([O-:19])=[O:18])[CH:14]([CH3:15])[CH3:16])([OH:1])[CH2:5]2)=[O:8])[CH:28]=[CH:29][C:30]=1[F:31], predict the reactants needed to synthesize it. The reactants are: [OH:1][C:2]1([CH:13]([N+:17]([O-:19])=[O:18])[CH:14]([CH3:16])[CH3:15])[CH2:5][N:4]([C:6]([O:8]C(C)(C)C)=O)[CH2:3]1.Cl.[F:21][C:22]1[C:23]([NH:32][C:33]2[CH:38]=[CH:37][C:36]([I:39])=[CH:35][C:34]=2[F:40])=[C:24]([CH:28]=[CH:29][C:30]=1[F:31])C(O)=O.C1CN([P+](ON2N=NC3C=CC=CC2=3)(N2CCCC2)N2CCCC2)CC1.F[P-](F)(F)(F)(F)F.CCN(C(C)C)C(C)C.